Dataset: Reaction yield outcomes from USPTO patents with 853,638 reactions. Task: Predict the reaction yield, written as a fraction of the theoretical maximum amount of product (1.0 means a 100% yield; for example, 0.34 means a 34% yield). (1) The reactants are [CH3:1][O:2][C:3](=[O:12])[C:4]1[CH:9]=[CH:8][C:7]([CH:10]=O)=[CH:6][CH:5]=1.[F:13][C:14]([F:50])([F:49])[C:15]1[CH:16]=[C:17]([CH:42]=[C:43]([C:45]([F:48])([F:47])[F:46])[CH:44]=1)[CH2:18][N:19]([C:36]1[N:37]=[N:38][N:39]([CH3:41])[N:40]=1)[C@H:20]1[CH2:26][CH2:25][CH2:24][NH:23][C:22]2[CH:27]=[C:28]([C:32]([F:35])([F:34])[F:33])[C:29]([CH3:31])=[CH:30][C:21]1=2.C(O[BH-](OC(=O)C)OC(=O)C)(=O)C.[Na+]. The catalyst is C(O)(=O)C.ClCCCl.C(Cl)Cl. The product is [CH3:1][O:2][C:3](=[O:12])[C:4]1[CH:9]=[CH:8][C:7]([CH2:10][N:23]2[CH2:24][CH2:25][CH2:26][C@H:20]([N:19]([CH2:18][C:17]3[CH:42]=[C:43]([C:45]([F:48])([F:47])[F:46])[CH:44]=[C:15]([C:14]([F:13])([F:50])[F:49])[CH:16]=3)[C:36]3[N:37]=[N:38][N:39]([CH3:41])[N:40]=3)[C:21]3[CH:30]=[C:29]([CH3:31])[C:28]([C:32]([F:34])([F:33])[F:35])=[CH:27][C:22]2=3)=[CH:6][CH:5]=1. The yield is 0.520. (2) The reactants are Br[C:2]1[CH:3]=[C:4]([C:8](=[O:20])[C:9]([C:11]2[CH:16]=[CH:15][C:14]([O:17][CH3:18])=[C:13]([CH3:19])[CH:12]=2)=[O:10])[CH:5]=[CH:6][CH:7]=1.C1(C)C=CC=CC=1P(C1C=CC=CC=1C)C1C=CC=CC=1C.[N:43]1[CH:48]=[CH:47][C:46](B(O)O)=[CH:45][CH:44]=1.O. The catalyst is O1CCOCC1.C([O-])(=O)C.[Pd+2].C([O-])(=O)C. The product is [CH3:18][O:17][C:14]1[CH:15]=[CH:16][C:11]([C:9](=[O:10])[C:8]([C:4]2[CH:5]=[CH:6][CH:7]=[C:2]([C:46]3[CH:47]=[CH:48][N:43]=[CH:44][CH:45]=3)[CH:3]=2)=[O:20])=[CH:12][C:13]=1[CH3:19]. The yield is 0.580. (3) The reactants are [C:1]([C:5]1[CH:9]=[C:8]([NH:10][C:11](=[O:38])[NH:12][C:13]2[C:22]3[C:17](=[CH:18][CH:19]=[CH:20][CH:21]=3)[C:16]([O:23][CH2:24][C:25]3[CH:30]=[CH:29][N:28]=[C:27]([NH:31][C:32](=[O:37])[CH2:33][CH2:34]SC)[CH:26]=3)=[CH:15][CH:14]=2)[N:7]([C:39]2[CH:44]=[CH:43][C:42]([CH3:45])=[CH:41][CH:40]=2)[N:6]=1)([CH3:4])([CH3:3])[CH3:2].O[O:47][S:48]([O-:50])=O.[K+].[CH3:52]N(C=O)C. The catalyst is O.CO.CC(O)=O. The product is [C:1]([C:5]1[CH:9]=[C:8]([NH:10][C:11](=[O:38])[NH:12][C:13]2[C:22]3[C:17](=[CH:18][CH:19]=[CH:20][CH:21]=3)[C:16]([O:23][CH2:24][C:25]3[CH:30]=[CH:29][N:28]=[C:27]([NH:31][C:32](=[O:37])[CH2:33][CH2:34][S:48]([CH3:52])(=[O:50])=[O:47])[CH:26]=3)=[CH:15][CH:14]=2)[N:7]([C:39]2[CH:40]=[CH:41][C:42]([CH3:45])=[CH:43][CH:44]=2)[N:6]=1)([CH3:2])([CH3:3])[CH3:4]. The yield is 0.380.